From a dataset of NCI-60 drug combinations with 297,098 pairs across 59 cell lines. Regression. Given two drug SMILES strings and cell line genomic features, predict the synergy score measuring deviation from expected non-interaction effect. (1) Drug 1: C1=NC2=C(N1)C(=S)N=C(N2)N. Drug 2: CCCCCOC(=O)NC1=NC(=O)N(C=C1F)C2C(C(C(O2)C)O)O. Cell line: SNB-19. Synergy scores: CSS=0.316, Synergy_ZIP=-2.54, Synergy_Bliss=-3.31, Synergy_Loewe=-8.26, Synergy_HSA=-3.62. (2) Drug 1: COC1=CC(=CC(=C1O)OC)C2C3C(COC3=O)C(C4=CC5=C(C=C24)OCO5)OC6C(C(C7C(O6)COC(O7)C8=CC=CS8)O)O. Drug 2: C1C(C(OC1N2C=NC3=C2NC=NCC3O)CO)O. Cell line: NCI-H460. Synergy scores: CSS=31.9, Synergy_ZIP=-2.03, Synergy_Bliss=-4.87, Synergy_Loewe=-36.0, Synergy_HSA=-4.17.